Predict the reaction yield, written as a fraction of the theoretical maximum amount of product (1.0 means a 100% yield; for example, 0.34 means a 34% yield). From a dataset of Reaction yield outcomes from USPTO patents with 853,638 reactions. The reactants are Cl[C:2]1[N:3]=[C:4]([N:15]2[CH2:20][CH2:19][O:18][CH2:17][CH2:16]2)[C:5]2[S:10][C:9]([C:11]([OH:14])([CH3:13])[CH3:12])=[CH:8][C:6]=2[N:7]=1.[CH3:21][O:22][C:23]1[N:28]=[C:27]([O:29][CH3:30])[C:26](B(O)O)=[CH:25][N:24]=1. No catalyst specified. The product is [CH3:21][O:22][C:23]1[N:28]=[C:27]([O:29][CH3:30])[C:26]([C:2]2[N:3]=[C:4]([N:15]3[CH2:20][CH2:19][O:18][CH2:17][CH2:16]3)[C:5]3[S:10][C:9]([C:11]([OH:14])([CH3:13])[CH3:12])=[CH:8][C:6]=3[N:7]=2)=[CH:25][N:24]=1. The yield is 0.320.